This data is from Forward reaction prediction with 1.9M reactions from USPTO patents (1976-2016). The task is: Predict the product of the given reaction. (1) Given the reactants [CH3:1][N:2]1[CH:6]=[CH:5][N:4]([C:7]2[CH:12]=[CH:11][CH:10]=[CH:9][CH:8]=2)[C:3]1=[O:13].[Cl:14][S:15](O)(=[O:17])=[O:16], predict the reaction product. The product is: [CH3:1][N:2]1[CH2:6][CH2:5][N:4]([C:7]2[CH:12]=[CH:11][C:10]([S:15]([Cl:14])(=[O:17])=[O:16])=[CH:9][CH:8]=2)[C:3]1=[O:13]. (2) Given the reactants [Li]CCCC.[NH:6]1[CH:10]=[CH:9][CH:8]=[CH:7]1.N#N.Cl[Si:14]([CH:21]([CH3:23])[CH3:22])([CH:18]([CH3:20])[CH3:19])[CH:15]([CH3:17])[CH3:16], predict the reaction product. The product is: [CH:15]([Si:14]([CH:21]([CH3:23])[CH3:22])([CH:18]([CH3:20])[CH3:19])[N:6]1[CH:10]=[CH:9][CH:8]=[CH:7]1)([CH3:17])[CH3:16]. (3) Given the reactants [Br:1][C:2]1[CH:3]=[CH:4][C:5]([CH:8]=O)=[N:6][CH:7]=1.C(O[BH-](OC(=O)C)OC(=O)C)(=O)C.[Na+].[NH:24]1[CH2:28][CH2:27][CH2:26][CH2:25]1, predict the reaction product. The product is: [Br:1][C:2]1[CH:3]=[CH:4][C:5]([CH2:8][N:24]2[CH2:28][CH2:27][CH2:26][CH2:25]2)=[N:6][CH:7]=1. (4) The product is: [CH2:43]([C:27]1[CH:26]=[C:25]([CH:30]=[CH:29][C:28]=1[N:31]([CH3:42])[C:32]1[N:37]=[CH:36][C:35]2[N:38]=[CH:39][N:40]([CH3:41])[C:34]=2[CH:33]=1)[CH2:24][NH:23][C:16]([NH:1][C:2]#[N:3])=[O:22])[CH3:44]. Given the reactants [N:1]#[C:2][NH2:3].C(N(CC)CC)C.ClC(O[C:16](=[O:22])OC(Cl)(Cl)Cl)(Cl)Cl.[NH2:23][CH2:24][C:25]1[CH:30]=[CH:29][C:28]([N:31]([CH3:42])[C:32]2[N:37]=[CH:36][C:35]3[N:38]=[CH:39][N:40]([CH3:41])[C:34]=3[CH:33]=2)=[C:27]([CH2:43][CH3:44])[CH:26]=1, predict the reaction product. (5) Given the reactants [C:1](=O)([O-])[O-:2].[K+].[K+].[Cl:7][C:8]1[C:9]([O:31][C:32](=[O:36])[N:33]([CH3:35])[CH3:34])=[CH:10][C:11]2[O:16][C:15](=[O:17])[C:14]([CH2:18][C:19]3[CH:24]=[CH:23][CH:22]=[C:21]([N+:25]([O-:27])=[O:26])[CH:20]=3)=[C:13]([CH2:28]Br)[C:12]=2[CH:30]=1.CO.O, predict the reaction product. The product is: [Cl:7][C:8]1[C:9]([O:31][C:32](=[O:36])[N:33]([CH3:35])[CH3:34])=[CH:10][C:11]2[O:16][C:15](=[O:17])[C:14]([CH2:18][C:19]3[CH:24]=[CH:23][CH:22]=[C:21]([N+:25]([O-:27])=[O:26])[CH:20]=3)=[C:13]([CH2:28][O:2][CH3:1])[C:12]=2[CH:30]=1. (6) Given the reactants S(Cl)([Cl:3])=O.[C:5]1([C:11]2[O:15][N:14]=[C:13]([CH2:16]O)[CH:12]=2)[CH:10]=[CH:9][CH:8]=[CH:7][CH:6]=1.O, predict the reaction product. The product is: [Cl:3][CH2:16][C:13]1[CH:12]=[C:11]([C:5]2[CH:10]=[CH:9][CH:8]=[CH:7][CH:6]=2)[O:15][N:14]=1. (7) Given the reactants Cl[C:2]1[CH:3]=[C:4]([CH:12]=[C:13]([C:15]([F:18])([F:17])[F:16])[N:14]=1)[C:5]([O:7][C:8]([CH3:11])([CH3:10])[CH3:9])=[O:6].[NH2:19][CH:20]1[CH2:25][CH2:24][N:23]([C:26]([O:28][C:29]([CH3:32])([CH3:31])[CH3:30])=[O:27])[CH2:22][CH2:21]1.C(N(CC)C(C)C)(C)C, predict the reaction product. The product is: [C:29]([O:28][C:26]([N:23]1[CH2:24][CH2:25][CH:20]([NH:19][C:2]2[CH:3]=[C:4]([CH:12]=[C:13]([C:15]([F:18])([F:17])[F:16])[N:14]=2)[C:5]([O:7][C:8]([CH3:11])([CH3:10])[CH3:9])=[O:6])[CH2:21][CH2:22]1)=[O:27])([CH3:32])([CH3:30])[CH3:31]. (8) Given the reactants COC1C=CC(C[NH:8][C:9]2[CH:14]=[CH:13][C:12]([NH2:15])=[C:11]([S:16][CH2:17]C3C=CC(OC)=CC=3)[N:10]=2)=CC=1.C(O)(C(F)(F)F)=O.C(Cl)(Cl)Cl, predict the reaction product. The product is: [N:15]1[C:12]2[C:11](=[N:10][C:9]([NH2:8])=[CH:14][CH:13]=2)[S:16][CH:17]=1. (9) The product is: [CH:23]1([CH2:30][C:31]([NH:1][C:2]2[CH:11]=[CH:10][CH:9]=[C:8]3[C:3]=2[CH:4]=[CH:5][N:6]([C@H:13]([CH:20]([CH3:22])[CH3:21])[C:14]([NH:16][CH:17]2[CH2:19][CH2:18]2)=[O:15])[C:7]3=[O:12])=[O:32])[CH2:29][CH2:28][CH2:27][CH2:26][CH2:25][CH2:24]1. Given the reactants [NH2:1][C:2]1[CH:11]=[CH:10][CH:9]=[C:8]2[C:3]=1[CH:4]=[CH:5][N:6]([C@H:13]([CH:20]([CH3:22])[CH3:21])[C:14]([NH:16][CH:17]1[CH2:19][CH2:18]1)=[O:15])[C:7]2=[O:12].[CH:23]1([CH2:30][C:31](O)=[O:32])[CH2:29][CH2:28][CH2:27][CH2:26][CH2:25][CH2:24]1.C(N(CC)C(C)C)(C)C.F[P-](F)(F)(F)(F)F.C[N+](C)=C(N(C)C)ON1C2N=CC=CC=2N=N1.CN(C)C=O, predict the reaction product. (10) Given the reactants Br[C:2]1[CH:3]=[C:4]2[C:8](=[CH:9][CH:10]=1)[N:7]([CH2:11][CH:12]1[CH2:17][CH2:16][N:15]([C:18](=[O:27])[CH2:19][CH2:20][C:21]3[CH:26]=[CH:25][CH:24]=[CH:23][CH:22]=3)[CH2:14][CH2:13]1)[CH:6]=[CH:5]2.C1(P(C2C=CC=CC=2)C2C=CC=CC=2)C=CC=CC=1.[C:47]([Si:49]([CH3:52])([CH3:51])[CH3:50])#[CH:48].C(OCC)(=O)C, predict the reaction product. The product is: [C:21]1([CH2:20][CH2:19][C:18]([N:15]2[CH2:14][CH2:13][CH:12]([CH2:11][N:7]3[C:8]4[C:4](=[CH:3][C:2]([C:48]#[C:47][Si:49]([CH3:52])([CH3:51])[CH3:50])=[CH:10][CH:9]=4)[CH:5]=[CH:6]3)[CH2:17][CH2:16]2)=[O:27])[CH:22]=[CH:23][CH:24]=[CH:25][CH:26]=1.